This data is from Full USPTO retrosynthesis dataset with 1.9M reactions from patents (1976-2016). The task is: Predict the reactants needed to synthesize the given product. (1) Given the product [ClH:67].[ClH:67].[NH2:58][CH2:57][C:56]([NH:1][C@H:2]1[CH2:6][C@@H:5]([N:7]2[CH:15]=[N:14][C:13]3[C:8]2=[N:9][C:10]([N:31]2[CH2:35][CH2:34][C@@H:33]([NH:36][C:37]([NH:39][C:40]4[CH:41]=[N:42][CH:43]=[CH:44][CH:45]=4)=[O:38])[CH2:32]2)=[N:11][C:12]=3[NH:16][CH2:17][CH:18]([C:19]2[CH:24]=[CH:23][CH:22]=[CH:21][CH:20]=2)[C:25]2[CH:26]=[CH:27][CH:28]=[CH:29][CH:30]=2)[C@H:4]([OH:46])[C@@H:3]1[OH:47])=[O:55], predict the reactants needed to synthesize it. The reactants are: [NH2:1][C@H:2]1[CH2:6][C@@H:5]([N:7]2[CH:15]=[N:14][C:13]3[C:8]2=[N:9][C:10]([N:31]2[CH2:35][CH2:34][C@@H:33]([NH:36][C:37]([NH:39][C:40]4[CH:41]=[N:42][CH:43]=[CH:44][CH:45]=4)=[O:38])[CH2:32]2)=[N:11][C:12]=3[NH:16][CH2:17][CH:18]([C:25]2[CH:30]=[CH:29][CH:28]=[CH:27][CH:26]=2)[C:19]2[CH:24]=[CH:23][CH:22]=[CH:21][CH:20]=2)[C@H:4]([OH:46])[C@@H:3]1[OH:47].O=C1CCC(=O)N1[O:55][C:56](=O)[CH2:57][NH:58]C(OC(C)(C)C)=O.[ClH:67]. (2) Given the product [Br:14][CH2:8][CH:7]([C:1]1[CH:6]=[CH:5][CH:4]=[CH:3][CH:2]=1)[C:11]([OH:13])=[O:12], predict the reactants needed to synthesize it. The reactants are: [C:1]1([CH:7]([C:11]([OH:13])=[O:12])[C:8](O)=O)[CH:6]=[CH:5][CH:4]=[CH:3][CH:2]=1.[Br:14]CC(C(C)C)C(O)=O. (3) Given the product [CH2:15]([S:19]([NH:1][N:2]1[CH2:7][CH2:6][O:5][CH2:4][CH2:3]1)(=[O:21])=[O:20])[CH2:16][CH2:17][CH3:18], predict the reactants needed to synthesize it. The reactants are: [NH2:1][N:2]1[CH2:7][CH2:6][O:5][CH2:4][CH2:3]1.C(N(CC)CC)C.[CH2:15]([S:19](Cl)(=[O:21])=[O:20])[CH2:16][CH2:17][CH3:18]. (4) The reactants are: [CH2:1]([O:8][C:9]1[CH:10]=[C:11]([C:15]2[NH:16][C:17]3[C:22]([CH:23]=2)=[CH:21][CH:20]=[C:19]([Cl:24])[CH:18]=3)[CH:12]=[N:13][CH:14]=1)[C:2]1[CH:7]=[CH:6][CH:5]=[CH:4][CH:3]=1.[C:25](=O)(OC)OC.C(=O)([O-])[O-].[K+].[K+].CN(C=O)C. Given the product [CH2:1]([O:8][C:9]1[CH:10]=[C:11]([C:15]2[N:16]([CH3:25])[C:17]3[C:22]([CH:23]=2)=[CH:21][CH:20]=[C:19]([Cl:24])[CH:18]=3)[CH:12]=[N:13][CH:14]=1)[C:2]1[CH:3]=[CH:4][CH:5]=[CH:6][CH:7]=1, predict the reactants needed to synthesize it. (5) Given the product [CH3:3][O:4][C:5](=[O:6])[CH:7]=[CH:34][C:27]1[C:28]2[CH:33]=[CH:32][CH:31]=[CH:30][C:29]=2[S:25][CH:26]=1, predict the reactants needed to synthesize it. The reactants are: [Cl-].[Li+].[CH3:3][O:4][C:5]([CH2:7]P(OC)(OC)=O)=[O:6].C1CCN2C(=NCCC2)CC1.[S:25]1[C:29]2[CH:30]=[CH:31][CH:32]=[CH:33][C:28]=2[C:27]([CH:34]=O)=[CH:26]1.[K+].[Br-]. (6) Given the product [CH2:14]([O:21][NH:22][C:2]1[C:7]([C:8]([O:10][CH2:11][CH3:12])=[O:9])=[CH:6][N:5]=[CH:4][N:3]=1)[C:15]1[CH:20]=[CH:19][CH:18]=[CH:17][CH:16]=1, predict the reactants needed to synthesize it. The reactants are: Cl[C:2]1[C:7]([C:8]([O:10][CH2:11][CH3:12])=[O:9])=[CH:6][N:5]=[CH:4][N:3]=1.Cl.[CH2:14]([O:21][NH2:22])[C:15]1[CH:20]=[CH:19][CH:18]=[CH:17][CH:16]=1.C(Cl)(Cl)Cl.O. (7) Given the product [Br:1][C:2]1[C:3]([N:15]2[CH2:16][CH2:17][C@H:13]([N:12]([CH3:18])[CH3:11])[CH2:14]2)=[C:4]([CH:7]=[CH:8][CH:9]=1)[CH:5]=[O:6], predict the reactants needed to synthesize it. The reactants are: [Br:1][C:2]1[C:3](F)=[C:4]([CH:7]=[CH:8][CH:9]=1)[CH:5]=[O:6].[CH3:11][N:12]([CH3:18])[C@H:13]1[CH2:17][CH2:16][NH:15][CH2:14]1.CS(C)=O.C(=O)([O-])[O-].[K+].[K+].